This data is from Forward reaction prediction with 1.9M reactions from USPTO patents (1976-2016). The task is: Predict the product of the given reaction. (1) Given the reactants [Br:1][C:2]1[CH:9]=[CH:8][C:5]([CH:6]=[O:7])=[C:4]([F:10])[CH:3]=1.[CH2:11]([Mg]Cl)[CH2:12][CH3:13], predict the reaction product. The product is: [Br:1][C:2]1[CH:9]=[CH:8][C:5]([CH:6]([OH:7])[CH2:11][CH2:12][CH3:13])=[C:4]([F:10])[CH:3]=1. (2) Given the reactants O[CH:2]([C:15]1[CH:20]=[CH:19][C:18]([N+:21]([O-:23])=[O:22])=[C:17]([CH3:24])[CH:16]=1)[CH2:3][N:4]([CH2:12][CH2:13][OH:14])[C:5](=[O:11])[O:6][C:7]([CH3:10])([CH3:9])[CH3:8].C(N(CC)CC)C.CS(Cl)(=O)=O, predict the reaction product. The product is: [CH3:24][C:17]1[CH:16]=[C:15]([CH:2]2[O:14][CH2:13][CH2:12][N:4]([C:5]([O:6][C:7]([CH3:10])([CH3:9])[CH3:8])=[O:11])[CH2:3]2)[CH:20]=[CH:19][C:18]=1[N+:21]([O-:23])=[O:22]. (3) Given the reactants [Cl:1][C:2]1[CH:7]=[CH:6][C:5]([NH:8][C:9](=[O:22])[C:10]2[CH:15]=[CH:14][C:13]([CH2:16][S:17]([CH3:20])(=[O:19])=[O:18])=[C:12]([OH:21])[CH:11]=2)=[CH:4][C:3]=1[C:23]1[CH:28]=[CH:27][CH:26]=[CH:25][N:24]=1.Br[CH2:30][CH:31]([CH3:33])[CH3:32], predict the reaction product. The product is: [Cl:1][C:2]1[CH:7]=[CH:6][C:5]([NH:8][C:9](=[O:22])[C:10]2[CH:15]=[CH:14][C:13]([CH2:16][S:17]([CH3:20])(=[O:19])=[O:18])=[C:12]([O:21][CH2:30][CH:31]([CH3:33])[CH3:32])[CH:11]=2)=[CH:4][C:3]=1[C:23]1[CH:28]=[CH:27][CH:26]=[CH:25][N:24]=1. (4) Given the reactants [I:1][C:2]1[C:6]2=[N:7][CH:8]=[CH:9][C:10]([C:11]#[N:12])=[C:5]2[NH:4][CH:3]=1.[C:13](O[C:13]([O:15][C:16]([CH3:19])([CH3:18])[CH3:17])=[O:14])([O:15][C:16]([CH3:19])([CH3:18])[CH3:17])=[O:14], predict the reaction product. The product is: [C:11]([C:10]1[CH:9]=[CH:8][N:7]=[C:6]2[C:2]([I:1])=[CH:3][N:4]([C:13]([O:15][C:16]([CH3:19])([CH3:18])[CH3:17])=[O:14])[C:5]=12)#[N:12]. (5) Given the reactants CC1(C)C(C)(C)OB([C:9]2[CH:26]=[CH:25][C:12]3[CH2:13][CH2:14][N:15]([C:18]([O:20][C:21]([CH3:24])([CH3:23])[CH3:22])=[O:19])[CH2:16][CH2:17][C:11]=3[CH:10]=2)O1.Br[C:29]1[CH:34]=[CH:33][C:32]([CH2:35][C:36]([NH:38][CH3:39])=[O:37])=[CH:31][CH:30]=1.C(=O)([O-])[O-].[Na+].[Na+].COCCOC, predict the reaction product. The product is: [CH3:39][NH:38][C:36](=[O:37])[CH2:35][C:32]1[CH:31]=[CH:30][C:29]([C:9]2[CH:26]=[CH:25][C:12]3[CH2:13][CH2:14][N:15]([C:18]([O:20][C:21]([CH3:24])([CH3:22])[CH3:23])=[O:19])[CH2:16][CH2:17][C:11]=3[CH:10]=2)=[CH:34][CH:33]=1. (6) Given the reactants [O:1]1[C:5]2[CH:6]=[CH:7][CH:8]=[C:9]([NH:10][C:11]([NH:13][C:14]3[CH:19]=[C:18]([C:20]#[N:21])[CH:17]=[CH:16][C:15]=3[O:22][CH3:23])=[S:12])[C:4]=2[N:3]=[CH:2]1.Cl, predict the reaction product. The product is: [CH3:23][O:22][C:15]1[CH:16]=[CH:17][C:18]([C:20]#[N:21])=[CH:19][C:14]=1[NH:13][C:11]1[S:12][C:8]2[CH:7]=[CH:6][C:5]3[O:1][CH:2]=[N:3][C:4]=3[C:9]=2[N:10]=1. (7) Given the reactants Cl.Cl.[NH2:3][CH2:4][CH2:5][N:6]1[C:14]2[C:13]([NH:15][C:16]3[CH:21]=[CH:20][C:19]([O:22][C:23]4[C:28]5[CH:29]=[N:30][S:31][C:27]=5[CH:26]=[CH:25][CH:24]=4)=[C:18]([F:32])[CH:17]=3)=[N:12][CH:11]=[N:10][C:9]=2[CH:8]=[CH:7]1.[CH3:33][S:34]([CH2:37][C:38](O)=[O:39])(=[O:36])=[O:35].ON1C2C=CC=CC=2N=N1.Cl.C(N=C=NCCCN(C)C)C, predict the reaction product. The product is: [S:31]1[C:27]2[CH:26]=[CH:25][CH:24]=[C:23]([O:22][C:19]3[CH:20]=[CH:21][C:16]([NH:15][C:13]4[C:14]5[N:6]([CH2:5][CH2:4][NH:3][C:38](=[O:39])[CH2:37][S:34]([CH3:33])(=[O:36])=[O:35])[CH:7]=[CH:8][C:9]=5[N:10]=[CH:11][N:12]=4)=[CH:17][C:18]=3[F:32])[C:28]=2[CH:29]=[N:30]1.